This data is from Catalyst prediction with 721,799 reactions and 888 catalyst types from USPTO. The task is: Predict which catalyst facilitates the given reaction. Reactant: [NH2:1][CH2:2][C@H:3]1[CH2:8][CH2:7][C@H:6]([C:9]([NH:11][C@@H:12]([CH2:36][C:37]2[CH:42]=[CH:41][C:40]([C:43]3[CH:48]=[CH:47][C:46]([C:49](=[O:59])[NH:50][CH:51]4[CH:58]5[CH:54]([NH:55][CH2:56][CH2:57]5)[CH2:53][CH2:52]4)=[CH:45][C:44]=3[CH3:60])=[CH:39][CH:38]=2)[C:13]([NH:15][C:16]2[CH:21]=[CH:20][C:19]([C:22]3[NH:23][C:24]([C:27]([F:35])([F:34])[C:28]([F:33])([F:32])[C:29]([OH:31])=[O:30])=[N:25][N:26]=3)=[CH:18][CH:17]=2)=[O:14])=[O:10])[CH2:5][CH2:4]1.[ClH:61].C(#N)C. Product: [ClH:61].[NH2:1][CH2:2][C@H:3]1[CH2:4][CH2:5][C@H:6]([C:9]([NH:11][C@@H:12]([CH2:36][C:37]2[CH:38]=[CH:39][C:40]([C:43]3[CH:48]=[CH:47][C:46]([C:49](=[O:59])[NH:50][CH:51]4[CH:58]5[CH:54]([NH:55][CH2:56][CH2:57]5)[CH2:53][CH2:52]4)=[CH:45][C:44]=3[CH3:60])=[CH:41][CH:42]=2)[C:13]([NH:15][C:16]2[CH:21]=[CH:20][C:19]([C:22]3[NH:23][C:24]([C:27]([F:35])([F:34])[C:28]([F:32])([F:33])[C:29]([OH:31])=[O:30])=[N:25][N:26]=3)=[CH:18][CH:17]=2)=[O:14])=[O:10])[CH2:7][CH2:8]1. The catalyst class is: 12.